This data is from Catalyst prediction with 721,799 reactions and 888 catalyst types from USPTO. The task is: Predict which catalyst facilitates the given reaction. (1) Reactant: [OH:1][C@H:2]([CH3:35])[CH2:3][NH:4][C:5]([C:7]1[NH:8][C:9]([C:12]2[CH:17]=[C:16]([O:18][Si:19]([CH:26]([CH3:28])[CH3:27])([CH:23]([CH3:25])[CH3:24])[CH:20]([CH3:22])[CH3:21])[CH:15]=[C:14]([O:29][C@@H:30]([CH3:34])[CH2:31][O:32][CH3:33])[CH:13]=2)=[CH:10][CH:11]=1)=O.CS(O)(=O)=O.C(N(CC)CC)C.[Cl-].[NH4+]. Product: [CH3:33][O:32][CH2:31][C@H:30]([CH3:34])[O:29][C:14]1[CH:13]=[C:12]([C:9]2[NH:8][C:7]([C:5]3[O:1][C@@H:2]([CH3:35])[CH2:3][N:4]=3)=[CH:11][CH:10]=2)[CH:17]=[C:16]([O:18][Si:19]([CH:23]([CH3:24])[CH3:25])([CH:20]([CH3:21])[CH3:22])[CH:26]([CH3:28])[CH3:27])[CH:15]=1. The catalyst class is: 7. (2) Reactant: [Al].[Li].[H-].[CH2:4]([OH:8])[C:5]#[C:6][CH3:7].C(OCC)(=O)C.[CH2:15]([Sn:19](C[O-])([CH2:24][CH2:25][CH2:26][CH3:27])[CH2:20][CH2:21][CH2:22][CH3:23])[CH2:16][CH2:17][CH3:18]. Product: [CH2:24]([Sn:19]([CH2:15][CH2:16][CH2:17][CH3:18])([CH2:20][CH2:21][CH2:22][CH3:23])/[C:6](/[CH3:7])=[CH:5]\[CH2:4][OH:8])[CH2:25][CH2:26][CH3:27]. The catalyst class is: 278. (3) Reactant: [CH:1]1([C:7]2[NH:11][C:10](=O)[C:9]3([CH2:17][CH2:16][N:15]([S:18]([CH2:21][CH2:22][C:23]4[CH:28]=[CH:27][CH:26]=[CH:25][C:24]=4[CH3:29])(=[O:20])=[O:19])[CH2:14][CH2:13]3)[N:8]=2)[CH2:6][CH2:5][CH2:4][CH2:3][CH2:2]1.COC1C=CC(P2(SP(C3C=CC(OC)=CC=3)(=S)S2)=[S:39])=CC=1. The catalyst class is: 11. Product: [CH:1]1([C:7]2[NH:11][C:10](=[S:39])[C:9]3([CH2:17][CH2:16][N:15]([S:18]([CH2:21][CH2:22][C:23]4[CH:28]=[CH:27][CH:26]=[CH:25][C:24]=4[CH3:29])(=[O:20])=[O:19])[CH2:14][CH2:13]3)[N:8]=2)[CH2:6][CH2:5][CH2:4][CH2:3][CH2:2]1. (4) Reactant: [Cl:1][C:2]1[CH:3]=[C:4]([C:9]2[CH:21]=[CH:20][C:12]([C:13]([NH:15][S:16]([CH3:19])(=[O:18])=[O:17])=[O:14])=[CH:11][C:10]=2[O:22][CH3:23])[CH:5]=[N:6][C:7]=1F.C([O-])([O-])=O.[Cs+].[Cs+].[Cl:30][C:31]1[C:32]([O:38][CH3:39])=[N:33][CH:34]=[CH:35][C:36]=1[OH:37]. Product: [Cl:1][C:2]1[CH:3]=[C:4]([C:9]2[CH:21]=[CH:20][C:12]([C:13]([NH:15][S:16]([CH3:19])(=[O:18])=[O:17])=[O:14])=[CH:11][C:10]=2[O:22][CH3:23])[CH:5]=[N:6][C:7]=1[O:37][C:36]1[CH:35]=[CH:34][N:33]=[C:32]([O:38][CH3:39])[C:31]=1[Cl:30]. The catalyst class is: 16.